From a dataset of Forward reaction prediction with 1.9M reactions from USPTO patents (1976-2016). Predict the product of the given reaction. (1) Given the reactants [C:1]([O:5][C:6](=[O:31])[NH:7][CH2:8][CH2:9][C@H:10]([NH:13]C(OCC1C2C=CC=CC=2C2C1=CC=CC=2)=O)[CH2:11]O)([CH3:4])([CH3:3])[CH3:2].CS(Cl)(=O)=O.C(N(CC)CC)C.C(=O)(O)[O-].[Na+].[NH:49]1[CH2:54][CH2:53][O:52][CH2:51][CH2:50]1.Cl, predict the reaction product. The product is: [C:1]([O:5][C:6](=[O:31])[NH:7][CH2:8][CH2:9][C@H:10]([NH2:13])[CH2:11][N:49]1[CH2:54][CH2:53][O:52][CH2:51][CH2:50]1)([CH3:2])([CH3:3])[CH3:4]. (2) Given the reactants [S:1]1[C:5]2[C:6]3[CH:14]=[CH:13][CH:12]=[CH:11][C:7]=3[O:8][CH2:9][CH2:10][C:4]=2[CH:3]=[C:2]1[C:15]([OH:17])=O.[Cl:18][C:19]1[CH:26]=[CH:25][CH:24]=[CH:23][C:20]=1[NH:21][CH3:22], predict the reaction product. The product is: [Cl:18][C:19]1[CH:26]=[CH:25][CH:24]=[CH:23][C:20]=1[N:21]([CH3:22])[C:15]([C:2]1[S:1][C:5]2[C:6]3[CH:14]=[CH:13][CH:12]=[CH:11][C:7]=3[O:8][CH2:9][CH2:10][C:4]=2[CH:3]=1)=[O:17].